From a dataset of Catalyst prediction with 721,799 reactions and 888 catalyst types from USPTO. Predict which catalyst facilitates the given reaction. Reactant: CC(C)([S@@]([NH:6][C:7]([C:16]1[CH:17]=[N:18][C:19]([N:22]2[CH2:27][CH2:26][N:25](C(OC(C)(C)C)=O)[CH2:24][CH2:23]2)=[N:20][CH:21]=1)([C:9]1[CH:14]=[CH:13][C:12]([F:15])=[CH:11][CH:10]=1)[CH3:8])=O)C.Cl. Product: [F:15][C:12]1[CH:13]=[CH:14][C:9]([C@@:7]([C:16]2[CH:17]=[N:18][C:19]([N:22]3[CH2:27][CH2:26][NH:25][CH2:24][CH2:23]3)=[N:20][CH:21]=2)([NH2:6])[CH3:8])=[CH:10][CH:11]=1. The catalyst class is: 12.